From a dataset of Full USPTO retrosynthesis dataset with 1.9M reactions from patents (1976-2016). Predict the reactants needed to synthesize the given product. (1) Given the product [F:47][C@H:10]1[C@@H:11]([O:14][C:15]2[CH:20]=[CH:19][C:18]([C:21]3[N:26]=[C:25]([NH:27][C:28]4[CH:33]=[CH:32][C:31]([N:34]5[CH2:39][CH2:38][N:37]([CH:40]6[CH2:41][O:42][CH2:43]6)[C@@H:36]([CH3:44])[CH2:35]5)=[CH:30][CH:29]=4)[N:24]=[CH:23][N:22]=3)=[CH:17][C:16]=2[C:45]#[N:46])[CH2:12][CH2:13][NH:8][CH2:9]1, predict the reactants needed to synthesize it. The reactants are: C(OC([N:8]1[CH2:13][CH2:12][C@H:11]([O:14][C:15]2[CH:20]=[CH:19][C:18]([C:21]3[N:26]=[C:25]([NH:27][C:28]4[CH:33]=[CH:32][C:31]([N:34]5[CH2:39][CH2:38][N:37]([CH:40]6[CH2:43][O:42][CH2:41]6)[C@@H:36]([CH3:44])[CH2:35]5)=[CH:30][CH:29]=4)[N:24]=[CH:23][N:22]=3)=[CH:17][C:16]=2[C:45]#[N:46])[C@H:10]([F:47])[CH2:9]1)=O)(C)(C)C.C(O)(C(F)(F)F)=O. (2) Given the product [CH2:62]([S:63][C:65]1[C:26]([CH2:58][CH3:57])=[C:25]([B:47]2[O:48][C:49]([CH3:54])([CH3:55])[C:50]([CH3:52])([CH3:53])[O:51]2)[CH:24]=[CH:29][CH:28]=1)[C:24]1[CH:29]=[CH:28][CH:27]=[CH:26][CH:25]=1, predict the reactants needed to synthesize it. The reactants are: N1(C(=O)[C@@H](NS([C:24]2[CH:29]=[CH:28][CH:27]=[C:26](N3CCOCC3=O)[C:25]=2Cl)(=O)=O)CNC(C2SC(Cl)=CC=2)=O)CCCCCC1.[CH3:54][C:49]1([CH3:55])[C:50]([CH3:53])([CH3:52])[O:51][B:47]([B:47]2[O:51][C:50]([CH3:53])([CH3:52])[C:49]([CH3:55])([CH3:54])[O:48]2)[O:48]1.[CH3:57][C:58]([O-])=O.[K+].[CH3:62][S:63]([CH3:65])=O. (3) Given the product [NH2:29][CH2:28][C:27]([N:24]1[CH2:23][CH2:22][C:21]2[CH:38]=[CH:39][C:18]([C:15]3[N:14]=[C:13]([C:5]4[CH:6]=[CH:7][C:8]([NH:9][CH2:10][CH2:11][CH3:12])=[C:3]([CH:4]=4)[C:1]#[N:2])[O:17][N:16]=3)=[CH:19][C:20]=2[CH2:26][CH2:25]1)=[O:37], predict the reactants needed to synthesize it. The reactants are: [C:1]([C:3]1[CH:4]=[C:5]([C:13]2[O:17][N:16]=[C:15]([C:18]3[CH:39]=[CH:38][C:21]4[CH2:22][CH2:23][N:24]([C:27](=[O:37])[CH2:28][NH:29]C(=O)OC(C)(C)C)[CH2:25][CH2:26][C:20]=4[CH:19]=3)[N:14]=2)[CH:6]=[CH:7][C:8]=1[NH:9][CH2:10][CH2:11][CH3:12])#[N:2].FC(F)(F)C(O)=O. (4) Given the product [CH3:26][C:21]1([CH3:27])[C:22]([CH3:25])([CH3:24])[O:23][B:19]([C:2]2[CH:18]=[CH:17][C:5]([C:6]([C@@H:8]3[CH2:12][CH2:11][CH2:10][C@H:9]3[C:13]([O:15][CH3:16])=[O:14])=[O:7])=[CH:4][CH:3]=2)[O:20]1, predict the reactants needed to synthesize it. The reactants are: Br[C:2]1[CH:18]=[CH:17][C:5]([C:6]([C@@H:8]2[CH2:12][CH2:11][CH2:10][C@H:9]2[C:13]([O:15][CH3:16])=[O:14])=[O:7])=[CH:4][CH:3]=1.[B:19]1([B:19]2[O:23][C:22]([CH3:25])([CH3:24])[C:21]([CH3:27])([CH3:26])[O:20]2)[O:23][C:22]([CH3:25])([CH3:24])[C:21]([CH3:27])([CH3:26])[O:20]1.CN(C)C=O.N.